Dataset: Reaction yield outcomes from USPTO patents with 853,638 reactions. Task: Predict the reaction yield, written as a fraction of the theoretical maximum amount of product (1.0 means a 100% yield; for example, 0.34 means a 34% yield). (1) The reactants are [C:1]1([N:7]2[CH2:11][CH2:10][CH2:9][CH2:8]2)[CH:6]=[CH:5][CH:4]=[CH:3][CH:2]=1.[S:12]([Cl:16])(=O)(=[O:14])[OH:13]. The catalyst is [Cl-].[Na+].O. The product is [N:7]1([C:1]2[CH:6]=[C:5]([S:12]([Cl:16])(=[O:14])=[O:13])[CH:4]=[CH:3][CH:2]=2)[CH2:11][CH2:10][CH2:9][CH2:8]1. The yield is 0.0700. (2) The reactants are [NH2:1][C:2]1[C:6]([C@H:7]2[CH2:12][CH2:11][CH2:10][CH2:9][C@@H:8]2[O:13][C:14]2[C:19]([CH3:20])=[CH:18][C:17]([S:21]([N:24]([CH2:31][C:32]3[CH:37]=[CH:36][C:35]([O:38][CH3:39])=[CH:34][C:33]=3[O:40][CH3:41])[C:25]3[CH:30]=[CH:29][N:28]=[CH:27][N:26]=3)(=[O:23])=[O:22])=[C:16]([F:42])[CH:15]=2)=[CH:5][N:4]([CH:43]2[CH2:48][CH2:47][CH2:46][CH2:45][O:44]2)[N:3]=1.[C:49](OC(=O)C)(=[O:51])[CH3:50].O.C(OCC)(=O)C. The catalyst is N1C=CC=CC=1. The product is [CH3:41][O:40][C:33]1[CH:34]=[C:35]([O:38][CH3:39])[CH:36]=[CH:37][C:32]=1[CH2:31][N:24]([C:25]1[CH:30]=[CH:29][N:28]=[CH:27][N:26]=1)[S:21]([C:17]1[C:16]([F:42])=[CH:15][C:14]([O:13][C@H:8]2[CH2:9][CH2:10][CH2:11][CH2:12][C@@H:7]2[C:6]2[C:2]([NH:1][C:49](=[O:51])[CH3:50])=[N:3][N:4]([CH:43]3[CH2:48][CH2:47][CH2:46][CH2:45][O:44]3)[CH:5]=2)=[C:19]([CH3:20])[CH:18]=1)(=[O:23])=[O:22]. The yield is 0.450. (3) The reactants are Cl[C:2]1[CH:7]=[CH:6][N:5]=[C:4]([N:8]2[CH:12]=[CH:11][N:10]=[CH:9]2)[N:3]=1.[NH:13]1[CH2:18][CH2:17][CH2:16][CH2:15][CH:14]1[CH2:19][CH2:20][OH:21]. The catalyst is CN(C=O)C. The product is [N:8]1([C:4]2[N:3]=[C:2]([N:13]3[CH2:18][CH2:17][CH2:16][CH2:15][CH:14]3[CH2:19][CH2:20][OH:21])[CH:7]=[CH:6][N:5]=2)[CH:12]=[CH:11][N:10]=[CH:9]1. The yield is 0.460. (4) The reactants are [OH:1][CH2:2][CH2:3][O:4][C:5](=[O:8])[CH:6]=[CH2:7].[CH3:9][O:10][C:11](=[O:15])[C:12]([CH3:14])=[CH2:13].CC(N=NC(C#N)(C)C)(C#N)C. The catalyst is C1COCC1. The yield is 0.810. The product is [OH:1][CH2:2][CH2:3][O:4][C:5](=[O:8])[CH:6]=[CH2:7].[CH3:9][O:10][C:11](=[O:15])[C:12]([CH3:14])=[CH2:13].